This data is from Forward reaction prediction with 1.9M reactions from USPTO patents (1976-2016). The task is: Predict the product of the given reaction. Given the reactants [CH:1]1([C:4]2[NH:8][C:7]3[CH:9]=[C:10]([C:19]4[C:20]([CH3:25])=[N:21][O:22][C:23]=4[CH3:24])[CH:11]=[C:12]([C:13](N(OC)C)=[O:14])[C:6]=3[N:5]=2)[CH2:3][CH2:2]1.[CH3:26][Mg]Br, predict the reaction product. The product is: [CH:1]1([C:4]2[NH:8][C:7]3[CH:9]=[C:10]([C:19]4[C:20]([CH3:25])=[N:21][O:22][C:23]=4[CH3:24])[CH:11]=[C:12]([C:13](=[O:14])[CH3:26])[C:6]=3[N:5]=2)[CH2:2][CH2:3]1.